Predict the reactants needed to synthesize the given product. From a dataset of Retrosynthesis with 50K atom-mapped reactions and 10 reaction types from USPTO. (1) Given the product CC(=O)Nc1nc(CCc2ccc(CC(=O)CN)cc2)cs1, predict the reactants needed to synthesize it. The reactants are: CC(=O)Nc1nc(CCc2ccc(CC(=O)CN=[N+]=[N-])cc2)cs1. (2) Given the product CCOC(=O)c1cccc(Sc2c(C)n(-c3cnn(CCO[Si](C)(C)C(C)(C)C)c3)c3c(F)c(Cl)ccc23)c1, predict the reactants needed to synthesize it. The reactants are: CC(C)(C)[Si](C)(C)OCCn1cc(Br)cn1.CCOC(=O)c1cccc(Sc2c(C)[nH]c3c(F)c(Cl)ccc23)c1. (3) Given the product COC(=O)[C@@H]1C[C@H](O)CN1c1ccccc1[N+](=O)[O-], predict the reactants needed to synthesize it. The reactants are: COC(=O)C1CC(O)CN1.O=[N+]([O-])c1ccccc1Cl. (4) Given the product Cc1c(N2CCC2=O)nc2cc(F)cc(F)c2c1Nc1cncc(N2CCOCC2)c1, predict the reactants needed to synthesize it. The reactants are: Cc1c(N2CCC2=O)nc2cc(F)cc(F)c2c1Cl.Nc1cncc(N2CCOCC2)c1.